From a dataset of Full USPTO retrosynthesis dataset with 1.9M reactions from patents (1976-2016). Predict the reactants needed to synthesize the given product. (1) Given the product [CH3:1][C:2]1[C:3]([B:17]([OH:19])[OH:18])=[CH:4][C:5]2[C:6]([CH3:15])([CH3:14])[CH2:7][CH2:8][C:9]([CH3:13])([CH3:12])[C:10]=2[CH:11]=1, predict the reactants needed to synthesize it. The reactants are: [CH3:1][C:2]1[C:3](Br)=[CH:4][C:5]2[C:6]([CH3:15])([CH3:14])[CH2:7][CH2:8][C:9]([CH3:13])([CH3:12])[C:10]=2[CH:11]=1.[BH:17]([OH:19])[OH:18]. (2) Given the product [Cl:1][C:2]1[CH:3]=[C:4]([CH:26]=[CH:27][C:28]=1[O:29][CH3:30])[CH2:5][NH:6][C:7]1[C:12]([C:13]([NH:15][CH2:16][C:17]2[N:22]=[CH:21][CH:20]=[CH:19][N:18]=2)=[O:14])=[CH:11][N:10]=[C:9]([N:37]2[CH2:38][CH2:39][C:34]3([CH2:31][CH2:32][CH2:33]3)[CH2:35][CH2:36]2)[N:8]=1, predict the reactants needed to synthesize it. The reactants are: [Cl:1][C:2]1[CH:3]=[C:4]([CH:26]=[CH:27][C:28]=1[O:29][CH3:30])[CH2:5][NH:6][C:7]1[C:12]([C:13]([NH:15][CH2:16][C:17]2[N:22]=[CH:21][CH:20]=[CH:19][N:18]=2)=[O:14])=[CH:11][N:10]=[C:9](S(C)=O)[N:8]=1.[CH2:31]1[C:34]2([CH2:39][CH2:38][NH:37][CH2:36][CH2:35]2)[CH2:33][CH2:32]1.C(N(CC)CC)C.O. (3) Given the product [Br:10][C:6]1[CH:5]=[C:4]([C:20](=[O:21])[CH3:19])[CH:9]=[CH:8][CH:7]=1, predict the reactants needed to synthesize it. The reactants are: N#N.Br[C:4]1[CH:9]=[CH:8][CH:7]=[C:6]([Br:10])[CH:5]=1.[Li]CCCC.[NH4+].[Cl-].C1C[O:21][CH2:20][CH2:19]1.